From a dataset of Full USPTO retrosynthesis dataset with 1.9M reactions from patents (1976-2016). Predict the reactants needed to synthesize the given product. (1) Given the product [C:24]([C:21]1[CH:22]=[CH:23][C:18]([NH:17][C:15](=[O:16])[C:14]2[CH:28]=[CH:29][CH:30]=[CH:31][C:13]=2[NH:12][C:2]2[CH:11]=[CH:10][C:9]3[C:4](=[CH:5][N:6]=[CH:7][CH:8]=3)[N:3]=2)=[CH:19][CH:20]=1)([CH3:27])([CH3:25])[CH3:26], predict the reactants needed to synthesize it. The reactants are: Cl[C:2]1[CH:11]=[CH:10][C:9]2[C:4](=[CH:5][N:6]=[CH:7][CH:8]=2)[N:3]=1.[NH2:12][C:13]1[CH:31]=[CH:30][CH:29]=[CH:28][C:14]=1[C:15]([NH:17][C:18]1[CH:23]=[CH:22][C:21]([C:24]([CH3:27])([CH3:26])[CH3:25])=[CH:20][CH:19]=1)=[O:16].C1(P(C2CCCCC2)C2C=CC=CC=2C2C=CC=CC=2N(C)C)CCCCC1.[Li]N([Si](C)(C)C)[Si](C)(C)C. (2) Given the product [Cl:24][C:25]1[CH:26]=[CH:27][C:28]2[N:29]([N:31]=[C:32]([C:45]3[CH:46]=[CH:47][CH:48]=[CH:49][CH:50]=3)[C:33]=2[CH2:34][C:35]2[N:40]=[C:39]([C:41]3[NH:42][C:1](=[S:2])[O:44][N:43]=3)[CH:38]=[CH:37][CH:36]=2)[CH:30]=1, predict the reactants needed to synthesize it. The reactants are: [C:1](N1C=CN=C1)(N1C=CN=C1)=[S:2].C1CCN2C(=NCCC2)CC1.[Cl:24][C:25]1[CH:26]=[CH:27][C:28]2[N:29]([N:31]=[C:32]([C:45]3[CH:50]=[CH:49][CH:48]=[CH:47][CH:46]=3)[C:33]=2[CH2:34][C:35]2[N:40]=[C:39]([C:41]([NH:43][OH:44])=[NH:42])[CH:38]=[CH:37][CH:36]=2)[CH:30]=1.Cl. (3) Given the product [C:1]1([C:7]2[CH:16]=[C:15]3[C:10]([CH2:11][CH2:12][CH2:13][NH:14]3)=[CH:9][N:8]=2)[CH:2]=[CH:3][CH:4]=[CH:5][CH:6]=1, predict the reactants needed to synthesize it. The reactants are: [C:1]1([C:7]2[CH:16]=[C:15]3[C:10]([CH:11]=[CH:12][CH:13]=[N:14]3)=[CH:9][N:8]=2)[CH:6]=[CH:5][CH:4]=[CH:3][CH:2]=1. (4) Given the product [NH2:47][CH2:2][CH2:3][CH:4]1[S:8][C:7]([C:9]2[NH:10][C:11]3[C:16]([CH:17]=2)=[CH:15][CH:14]=[CH:13][C:12]=3[N:18]([CH3:27])[S:19]([C:22]2[S:23][CH:24]=[CH:25][CH:26]=2)(=[O:21])=[O:20])=[N:6][CH2:5]1, predict the reactants needed to synthesize it. The reactants are: O[CH2:2][CH2:3][CH:4]1[S:8][C:7]([C:9]2[NH:10][C:11]3[C:16]([CH:17]=2)=[CH:15][CH:14]=[CH:13][C:12]=3[N:18]([CH3:27])[S:19]([C:22]2[S:23][CH:24]=[CH:25][CH:26]=2)(=[O:21])=[O:20])=[N:6][CH2:5]1.C1(P(C2C=CC=CC=2)C2C=CC=CC=2)C=CC=CC=1.[N:47](C(OCC)=O)=NC(OCC)=O.C1(P(N=[N+]=[N-])(C2C=CC=CC=2)=O)C=CC=CC=1.C(=O)([O-])O.[Na+]. (5) Given the product [C:1]1([C:7]2([C:13]3[CH:14]=[CH:15][C:16]([O:19][C:25]([CH:21]([NH:20][C:28](=[O:29])[O:30][C:31]([CH3:32])([CH3:34])[CH3:33])[CH:22]([CH3:24])[CH3:23])=[O:26])=[CH:17][CH:18]=3)[CH2:8][CH2:9][CH2:10][CH2:11][CH2:12]2)[CH:2]=[CH:3][CH:4]=[CH:5][CH:6]=1, predict the reactants needed to synthesize it. The reactants are: [C:1]1([C:7]2([C:13]3[CH:18]=[CH:17][C:16]([OH:19])=[CH:15][CH:14]=3)[CH2:12][CH2:11][CH2:10][CH2:9][CH2:8]2)[CH:6]=[CH:5][CH:4]=[CH:3][CH:2]=1.[NH:20]([C:28]([O:30][C:31]([CH3:34])([CH3:33])[CH3:32])=[O:29])[C@H:21]([C:25](O)=[O:26])[CH:22]([CH3:24])[CH3:23].CC(C)N=C=NC(C)C. (6) Given the product [F:1][C:2]1[CH:3]=[C:4]([CH:12]([C:14]2[CH:19]=[CH:18][C:17]([F:20])=[CH:16][N:15]=2)[C:31]#[N:32])[CH:5]=[C:6]([C:8]([F:11])([F:10])[F:9])[CH:7]=1, predict the reactants needed to synthesize it. The reactants are: [F:1][C:2]1[CH:3]=[C:4]([C:12]([C:14]2[CH:19]=[CH:18][C:17]([F:20])=[CH:16][N:15]=2)=O)[CH:5]=[C:6]([C:8]([F:11])([F:10])[F:9])[CH:7]=1.CC1C=CC(S([CH2:31][N+:32]#[C-])(=O)=O)=CC=1.CC(C)([O-])C.[K+]. (7) Given the product [CH:13]([O:16][C:17]([N:19]1[CH2:24][CH2:23][CH:22]([N:25]2[C:29]3=[N:30][CH:31]=[N:32][C:33]([O:12][C:5]4[CH:6]=[C:7]([F:11])[C:8]([F:10])=[CH:9][C:4]=4[F:3])=[C:28]3[C:27]([CH3:35])=[N:26]2)[CH2:21][CH2:20]1)=[O:18])([CH3:15])[CH3:14], predict the reactants needed to synthesize it. The reactants are: [H-].[Na+].[F:3][C:4]1[CH:9]=[C:8]([F:10])[C:7]([F:11])=[CH:6][C:5]=1[OH:12].[CH:13]([O:16][C:17]([N:19]1[CH2:24][CH2:23][CH:22]([N:25]2[C:29]3=[N:30][CH:31]=[N:32][C:33](Cl)=[C:28]3[C:27]([CH3:35])=[N:26]2)[CH2:21][CH2:20]1)=[O:18])([CH3:15])[CH3:14].[Cl-].[NH4+]. (8) Given the product [CH:18]([N:15]1[C:16]2[CH:17]=[C:9]3[NH:8][C:7]([C:3]4[C:2]([NH:1][C:29]([C:26]5([CH3:25])[CH2:28][CH2:27]5)=[O:30])=[CH:6][NH:5][N:4]=4)=[N:24][C:10]3=[CH:11][C:12]=2[C:13]([CH3:22])([CH3:23])[C:14]1=[O:21])([CH3:19])[CH3:20], predict the reactants needed to synthesize it. The reactants are: [NH2:1][C:2]1[C:3]([C:7]2[NH:8][C:9]3[C:10]([N:24]=2)=[CH:11][C:12]2[C:13]([CH3:23])([CH3:22])[C:14](=[O:21])[N:15]([CH:18]([CH3:20])[CH3:19])[C:16]=2[CH:17]=3)=[N:4][NH:5][CH:6]=1.[CH3:25][C:26]1([C:29](O)=[O:30])[CH2:28][CH2:27]1. (9) Given the product [Br-:36].[OH:10][C:9]([C:17]1[CH:22]=[CH:21][CH:20]=[CH:19][CH:18]=1)([C:11]1[CH:12]=[CH:13][CH:14]=[CH:15][CH:16]=1)[C:4]12[CH2:5][CH2:6][N+:1]([CH2:35][CH2:34][CH2:33][O:32][C:29]3[CH:30]=[CH:31][C:26]([N+:23]([O-:25])=[O:24])=[CH:27][CH:28]=3)([CH2:2][CH2:3]1)[CH2:8][CH2:7]2, predict the reactants needed to synthesize it. The reactants are: [N:1]12[CH2:8][CH2:7][C:4]([C:9]([C:17]3[CH:22]=[CH:21][CH:20]=[CH:19][CH:18]=3)([C:11]3[CH:16]=[CH:15][CH:14]=[CH:13][CH:12]=3)[OH:10])([CH2:5][CH2:6]1)[CH2:3][CH2:2]2.[N+:23]([C:26]1[CH:31]=[CH:30][C:29]([O:32][CH2:33][CH2:34][CH2:35][Br:36])=[CH:28][CH:27]=1)([O-:25])=[O:24]. (10) Given the product [Cl:1][C:2]1[CH:40]=[CH:39][C:5]2[N:6]([CH2:30][C:31]3[CH:32]=[CH:33][C:34]([O:37][CH3:38])=[CH:35][CH:36]=3)[C:7](=[O:29])[CH2:8][NH:9][C@@:10]([C@H:11]([O:14][C:15]3[N:20]=[C:19]([CH3:21])[CH:18]=[C:17]([CH3:22])[N:16]=3)[C:12]([OH:41])=[O:13])([C:23]3[CH:24]=[CH:25][CH:26]=[CH:27][CH:28]=3)[C:4]=2[CH:3]=1, predict the reactants needed to synthesize it. The reactants are: [Cl:1][C:2]1[CH:40]=[CH:39][C:5]2[N:6]([CH2:30][C:31]3[CH:36]=[CH:35][C:34]([O:37][CH3:38])=[CH:33][CH:32]=3)[C:7](=[O:29])[CH2:8][N:9]3[C:12](=[O:13])[C@@H:11]([O:14][C:15]4[N:20]=[C:19]([CH3:21])[CH:18]=[C:17]([CH3:22])[N:16]=4)[C@:10]3([C:23]3[CH:28]=[CH:27][CH:26]=[CH:25][CH:24]=3)[C:4]=2[CH:3]=1.[OH:41][Li].O.